From a dataset of Full USPTO retrosynthesis dataset with 1.9M reactions from patents (1976-2016). Predict the reactants needed to synthesize the given product. (1) Given the product [N:26]1([CH2:32][CH2:33][NH:34][C:3]([C:5]2[N:6]=[C:7]([C:24]#[N:25])[C:8]3[C:9](=[O:23])[N:10]([CH2:16][C:17]4[CH:18]=[CH:19][CH:20]=[CH:21][CH:22]=4)[CH:11]=[CH:12][C:13]=3[C:14]=2[OH:15])=[O:4])[CH2:31][CH2:30][O:29][CH2:28][CH2:27]1, predict the reactants needed to synthesize it. The reactants are: CO[C:3]([C:5]1[N:6]=[C:7]([C:24]#[N:25])[C:8]2[C:9](=[O:23])[N:10]([CH2:16][C:17]3[CH:22]=[CH:21][CH:20]=[CH:19][CH:18]=3)[CH:11]=[CH:12][C:13]=2[C:14]=1[OH:15])=[O:4].[N:26]1([CH2:32][CH2:33][NH2:34])[CH2:31][CH2:30][O:29][CH2:28][CH2:27]1.CC(O)=O.O. (2) Given the product [Cl:1][C:2]([F:10])([F:11])[C:3]1[CH:4]=[CH:5][C:15]([C:16]#[N:17])=[CH:14][N:13]=1, predict the reactants needed to synthesize it. The reactants are: [Cl:1][C:2]([F:11])([F:10])[C:3](=O)/[CH:4]=[CH:5]/OCC.C[N:13](C)[CH:14]=[CH:15][C:16]#[N:17].C([O-])(=O)C.[NH4+].O. (3) Given the product [F:1][C:2]1[CH:7]=[CH:6][C:5]([N+:34]([O-:36])=[O:35])=[CH:4][C:3]=1[C@:8]1([CH3:21])[C@@H:17]2[C@H:13]([CH2:14][O:15][CH2:16]2)[S:12](=[O:18])(=[O:19])[CH2:11][C:10]([NH2:20])=[N:9]1, predict the reactants needed to synthesize it. The reactants are: [F:1][C:2]1[CH:7]=[CH:6][CH:5]=[CH:4][C:3]=1[C@:8]1([CH3:21])[C@@H:17]2[C@H:13]([CH2:14][O:15][CH2:16]2)[S:12](=[O:19])(=[O:18])[CH2:11][C:10]([NH2:20])=[N:9]1.FC(F)(F)C(O)=O.S(=O)(=O)(O)O.[N+:34]([O-])([OH:36])=[O:35].[OH-].[Na+]. (4) Given the product [C:1]1([CH:7]2[CH2:8][CH:9]([NH2:11])[CH2:10]2)[CH:6]=[CH:5][CH:4]=[CH:3][CH:2]=1, predict the reactants needed to synthesize it. The reactants are: [C:1]1([CH:7]2[CH2:10][C:9](=[N:11]O)[CH2:8]2)[CH:6]=[CH:5][CH:4]=[CH:3][CH:2]=1.[H-].[Al+3].[Li+].[H-].[H-].[H-].O.[OH-].[Na+]. (5) The reactants are: O.[C:2]([OH:12])(=[O:11])[C:3]1[NH:10][C:8](=[O:9])[NH:7][C:5](=[O:6])[CH:4]=1.[CH2:13]=O.[O:15]1[CH2:20][CH2:19][CH:18]([NH2:21])[CH2:17][CH2:16]1. Given the product [O:9]=[C:8]1[NH:10][C:3]([C:2]([OH:12])=[O:11])=[C:4]([CH2:13][NH:21][CH:18]2[CH2:19][CH2:20][O:15][CH2:16][CH2:17]2)[C:5](=[O:6])[NH:7]1, predict the reactants needed to synthesize it. (6) Given the product [CH:1]([C:4]1[S:5][CH:6]=[C:7]([C:9]2[CH:14]=[CH:13][C:12]([NH2:15])=[CH:11][CH:10]=2)[N:8]=1)([CH3:3])[CH3:2], predict the reactants needed to synthesize it. The reactants are: [CH:1]([C:4]1[S:5][CH:6]=[C:7]([C:9]2[CH:14]=[CH:13][C:12]([N+:15]([O-])=O)=[CH:11][CH:10]=2)[N:8]=1)([CH3:3])[CH3:2]. (7) The reactants are: [CH3:1][N:2]([C:4](=O)[CH2:5][CH3:6])[NH2:3].[C:8]([N:12]=[C:13]=[S:14])([CH3:11])([CH3:10])[CH3:9]. Given the product [C:8]([NH:12][C:13]([NH:3][N:2]([CH3:1])[CH:4]=[CH:5][CH3:6])=[S:14])([CH3:11])([CH3:10])[CH3:9], predict the reactants needed to synthesize it. (8) Given the product [Cl:25][C:22]1[CH:21]=[CH:20][C:19]([C@H:18]2[N:13]3[C:14]([S:15][C:11]([C:9]([N:8]([CH:6]4[CH2:7][N:4]([C:1](=[O:3])[CH2:2][N:40]([CH3:41])[CH3:39])[CH2:5]4)[CH2:37][CH3:38])=[O:10])=[C:12]3[CH:34]([CH3:35])[CH3:36])=[N:16][C@:17]2([C:27]2[CH:28]=[CH:29][C:30]([Cl:33])=[CH:31][CH:32]=2)[CH3:26])=[CH:24][CH:23]=1, predict the reactants needed to synthesize it. The reactants are: [C:1]([N:4]1[CH2:7][CH:6]([N:8]([CH2:37][CH3:38])[C:9]([C:11]2[S:15][C:14]3=[N:16][C:17]([C:27]4[CH:32]=[CH:31][C:30]([Cl:33])=[CH:29][CH:28]=4)([CH3:26])[CH:18]([C:19]4[CH:24]=[CH:23][C:22]([Cl:25])=[CH:21][CH:20]=4)[N:13]3[C:12]=2[CH:34]([CH3:36])[CH3:35])=[O:10])[CH2:5]1)(=[O:3])[CH3:2].[CH3:39][N:40](C)[CH2:41]C(O)=O. (9) Given the product [CH3:19][C:20]([CH3:24])=[CH:21][CH2:22][N:13]1[C:12]2[CH:14]=[CH:15][CH:16]=[C:17]([CH3:18])[C:11]=2[N:10]=[C:9]1[C:3]1[C:4]([F:8])=[CH:5][CH:6]=[CH:7][C:2]=1[F:1], predict the reactants needed to synthesize it. The reactants are: [F:1][C:2]1[CH:7]=[CH:6][CH:5]=[C:4]([F:8])[C:3]=1[C:9]1[NH:10][C:11]2[C:17]([CH3:18])=[CH:16][CH:15]=[CH:14][C:12]=2[N:13]=1.[CH3:19][C:20]([CH3:24])=[CH:21][CH2:22]Br.[H-].[Na+].